Dataset: Full USPTO retrosynthesis dataset with 1.9M reactions from patents (1976-2016). Task: Predict the reactants needed to synthesize the given product. Given the product [CH:19]1([O:1][C:2]2[CH:3]=[C:4]3[C:9](=[CH:10][CH:11]=2)[NH:8][C:7](=[O:12])[CH2:6][CH2:5]3)[CH2:24][CH2:23][CH2:22][CH2:21][CH2:20]1, predict the reactants needed to synthesize it. The reactants are: [OH:1][C:2]1[CH:3]=[C:4]2[C:9](=[CH:10][CH:11]=1)[NH:8][C:7](=[O:12])[CH2:6][CH2:5]2.C(=O)([O-])[O-].[Cs+].[Cs+].[CH:19]1(Br)[CH2:24][CH2:23][CH2:22][CH2:21][CH2:20]1.O.